Dataset: Peptide-MHC class II binding affinity with 134,281 pairs from IEDB. Task: Regression. Given a peptide amino acid sequence and an MHC pseudo amino acid sequence, predict their binding affinity value. This is MHC class II binding data. The peptide sequence is EEPSRRRRQLLLVIS. The MHC is H-2-IAd with pseudo-sequence H-2-IAd. The binding affinity (normalized) is 0.101.